This data is from Catalyst prediction with 721,799 reactions and 888 catalyst types from USPTO. The task is: Predict which catalyst facilitates the given reaction. Reactant: [Li+].[CH3:2]C([N-]C(C)C)C.[CH2:9]=[C:10]1[CH2:13][CH:12]([C:14]([O:16][CH2:17][CH3:18])=[O:15])[CH2:11]1.CI. Product: [CH3:2][C:12]1([C:14]([O:16][CH2:17][CH3:18])=[O:15])[CH2:13][C:10](=[CH2:9])[CH2:11]1. The catalyst class is: 1.